Dataset: Full USPTO retrosynthesis dataset with 1.9M reactions from patents (1976-2016). Task: Predict the reactants needed to synthesize the given product. (1) Given the product [CH3:1][O:2][C:3]1[N:8]=[C:7]2[NH:9][N:10]=[CH:11][C:6]2=[CH:5][C:4]=1[NH:12][C:13]1[C:14]2[C:21]3[CH2:22][CH2:23][C@H:24]([C:26]([N:30]([CH3:29])[CH2:31][CH2:32][CH3:33])=[O:27])[CH2:25][C:20]=3[S:19][C:15]=2[N:16]=[CH:17][N:18]=1, predict the reactants needed to synthesize it. The reactants are: [CH3:1][O:2][C:3]1[N:8]=[C:7]2[NH:9][N:10]=[CH:11][C:6]2=[CH:5][C:4]=1[NH:12][C:13]1[C:14]2[C:21]3[CH2:22][CH2:23][C@H:24]([C:26](O)=[O:27])[CH2:25][C:20]=3[S:19][C:15]=2[N:16]=[CH:17][N:18]=1.[CH3:29][NH:30][CH2:31][CH2:32][CH3:33]. (2) Given the product [F:1][C:2]1[C:3]([O:8][CH3:9])=[C:4]([C:25](=[O:28])[CH2:21][CH3:20])[CH:5]=[CH:6][CH:7]=1, predict the reactants needed to synthesize it. The reactants are: [F:1][C:2]1[CH:7]=[CH:6][CH:5]=[CH:4][C:3]=1[O:8][C:9](=O)CC.[Cl-].[Cl-].[Cl-].[Al+3].Cl.FC1[C:20](O)=[C:21]([C:25](=[O:28])CC)C=CC=1.C(=O)([O-])[O-].[K+].[K+].CI. (3) Given the product [Br:1][C:2]1[CH:7]=[C:6]([CH2:8][C:10]#[N:11])[CH:5]=[N:4][CH:3]=1, predict the reactants needed to synthesize it. The reactants are: [Br:1][C:2]1[CH:3]=[N:4][CH:5]=[C:6]([CH2:8]Cl)[CH:7]=1.[C-:10]#[N:11].[K+]. (4) Given the product [N:34]1([C:16]([N:14]2[CH2:15][CH:10]([C:7]3[CH:8]=[CH:9][C:4]([CH2:3][C:2]([F:32])([F:33])[F:1])=[CH:5][CH:6]=3)[CH2:11][CH:12]([C:28]([O:30][CH3:31])=[O:29])[CH2:13]2)=[O:18])[CH2:39][CH2:38][S:37][CH2:36][CH2:35]1, predict the reactants needed to synthesize it. The reactants are: [F:1][C:2]([F:33])([F:32])[CH2:3][C:4]1[CH:9]=[CH:8][C:7]([CH:10]2[CH2:15][N:14]([C:16]([O:18]C3C=CC([N+]([O-])=O)=CC=3)=O)[CH2:13][CH:12]([C:28]([O:30][CH3:31])=[O:29])[CH2:11]2)=[CH:6][CH:5]=1.[NH:34]1[CH2:39][CH2:38][S:37][CH2:36][CH2:35]1.C(N(CC)C(C)C)(C)C. (5) Given the product [F:25][C:2]1([F:1])[CH2:5][CH:4]([CH2:6][O:7][C:8]2[CH:16]=[C:15]3[C:11](=[CH:10][CH:9]=2)[CH2:12][C:13]2([CH2:18][CH2:19][CH:20]([O:23][CH3:24])[CH2:21][CH2:22]2)[C:14]3=[N:32][S:30]([C:27]([CH3:29])([CH3:28])[CH3:26])=[O:31])[CH2:3]1, predict the reactants needed to synthesize it. The reactants are: [F:1][C:2]1([F:25])[CH2:5][CH:4]([CH2:6][O:7][C:8]2[CH:16]=[C:15]3[C:11]([CH2:12][C:13]4([CH2:22][CH2:21][CH:20]([O:23][CH3:24])[CH2:19][CH2:18]4)[C:14]3=O)=[CH:10][CH:9]=2)[CH2:3]1.[CH3:26][C:27]([S:30]([NH2:32])=[O:31])([CH3:29])[CH3:28].O. (6) Given the product [Cl:1][C:2]1[C:8]([O:27][C:24]2[CH:25]=[CH:26][C:21]([C:20]([F:19])([F:28])[F:29])=[CH:22][CH:23]=2)=[CH:7][C:5]([NH2:6])=[C:4]([N+:10]([O-:12])=[O:11])[CH:3]=1, predict the reactants needed to synthesize it. The reactants are: [Cl:1][C:2]1[C:8](Cl)=[CH:7][C:5]([NH2:6])=[C:4]([N+:10]([O-:12])=[O:11])[CH:3]=1.C(=O)([O-])[O-].[K+].[K+].[F:19][C:20]([F:29])([F:28])[C:21]1[CH:26]=[CH:25][C:24]([OH:27])=[CH:23][CH:22]=1. (7) Given the product [NH2:27][C:18]1[N:17]=[C:16]([NH:15][C@H:10]2[CH2:11][CH2:12][CH2:13][CH2:14][C@H:9]2[NH2:8])[C:25]2[C:20](=[CH:21][CH:22]=[C:23]([CH3:26])[CH:24]=2)[N:19]=1, predict the reactants needed to synthesize it. The reactants are: C(OC([NH:8][C@@H:9]1[CH2:14][CH2:13][CH2:12][CH2:11][C@@H:10]1[NH:15][C:16]1[C:25]2[C:20](=[CH:21][CH:22]=[C:23]([CH3:26])[CH:24]=2)[N:19]=[C:18]([NH:27]CC2C=CC(OC)=CC=2)[N:17]=1)=O)(C)(C)C. (8) The reactants are: [CH2:1]([N:8]1[C:16]2[C:11](=[CH:12][C:13]([C:17]3[CH:22]=[CH:21][C:20]([O:23][C:24]([F:27])([F:26])[F:25])=[CH:19][CH:18]=3)=[CH:14][CH:15]=2)[C:10]([C:28](=[O:34])[C:29]([O:31]CC)=[O:30])=[CH:9]1)[C:2]1[CH:7]=[CH:6][CH:5]=[CH:4][CH:3]=1.[OH-].[K+].Cl. Given the product [CH2:1]([N:8]1[C:16]2[C:11](=[CH:12][C:13]([C:17]3[CH:22]=[CH:21][C:20]([O:23][C:24]([F:27])([F:25])[F:26])=[CH:19][CH:18]=3)=[CH:14][CH:15]=2)[C:10]([C:28](=[O:34])[C:29]([OH:31])=[O:30])=[CH:9]1)[C:2]1[CH:3]=[CH:4][CH:5]=[CH:6][CH:7]=1, predict the reactants needed to synthesize it.